Dataset: Forward reaction prediction with 1.9M reactions from USPTO patents (1976-2016). Task: Predict the product of the given reaction. (1) Given the reactants [NH2:1][C:2]1[N:3]=[C:4]([Cl:19])[C:5]2[CH2:10][C:9](=[O:11])[N:8]([CH2:12]C3CCOCC3)[C:6]=2[N:7]=1.[NH:20]1[CH:24]=[CH:23][N:22]=[C:21]1[CH:25]=O.[NH:27]1[CH2:32][CH2:31]C[CH2:29][CH2:28]1.CC[OH:35], predict the reaction product. The product is: [NH:22]1[CH:23]=[CH:24][N:20]=[C:21]1/[CH:25]=[C:10]1\[C:9](=[O:11])[N:8]([CH2:12][N:27]2[CH2:32][CH2:31][O:35][CH2:29][CH2:28]2)[C:6]2[N:7]=[C:2]([NH2:1])[N:3]=[C:4]([Cl:19])[C:5]\1=2. (2) Given the reactants [CH3:1][N:2]1[CH:7]=[C:6](B2OC(C)(C)C(C)(C)O2)[C:5]2[CH:17]=[CH:18][O:19][C:4]=2[C:3]1=[O:20].[CH:21]1([CH2:24][O:25][C:26]2[C:27](I)=[N:28][C:29]([S:32]([CH3:35])(=[O:34])=[O:33])=[CH:30][CH:31]=2)[CH2:23][CH2:22]1.[O-]P([O-])([O-])=O.[K+].[K+].[K+], predict the reaction product. The product is: [CH:21]1([CH2:24][O:25][C:26]2[C:27]([C:6]3[C:5]4[CH:17]=[CH:18][O:19][C:4]=4[C:3](=[O:20])[N:2]([CH3:1])[CH:7]=3)=[N:28][C:29]([S:32]([CH3:35])(=[O:34])=[O:33])=[CH:30][CH:31]=2)[CH2:22][CH2:23]1. (3) Given the reactants [Br:1][C:2]1[CH:7]=[CH:6][C:5]([CH:8]([C:12]#[N:13])[C:9]([NH2:11])=[O:10])=[C:4]([N+:14]([O-])=O)[CH:3]=1, predict the reaction product. The product is: [NH2:13][C:12]1[NH:14][C:4]2[C:5]([C:8]=1[C:9]([NH2:11])=[O:10])=[CH:6][CH:7]=[C:2]([Br:1])[CH:3]=2. (4) Given the reactants [NH:1]1[CH2:6][CH2:5][CH2:4][CH:3]([N:7]2[C:11]3=[N:12][CH:13]=[N:14][C:15]([NH2:16])=[C:10]3[CH:9]=[N:8]2)[CH2:2]1.[Cl:17][C:18]1[CH:19]=[C:20]([NH:25][CH2:26][C:27](O)=[O:28])[CH:21]=[C:22]([Cl:24])[CH:23]=1.CN(C(ON1N=NC2C=CC=CC1=2)=[N+](C)C)C.F[P-](F)(F)(F)(F)F.CCN(C(C)C)C(C)C, predict the reaction product. The product is: [NH2:16][C:15]1[N:14]=[CH:13][N:12]=[C:11]2[N:7]([CH:3]3[CH2:4][CH2:5][CH2:6][N:1]([C:27](=[O:28])[CH2:26][NH:25][C:20]4[CH:19]=[C:18]([Cl:17])[CH:23]=[C:22]([Cl:24])[CH:21]=4)[CH2:2]3)[N:8]=[CH:9][C:10]=12. (5) Given the reactants [C:1]([O:4][C:5]1[C:14]2[C:9](=[CH:10][C:11]([O:15][CH3:16])=[CH:12][CH:13]=2)[C:8]([C:17]2[CH:22]=[CH:21][C:20](Br)=[CH:19][CH:18]=2)=[C:7]([C:24]([O:26][CH3:27])=[O:25])[CH:6]=1)(=[O:3])[CH3:2].[CH3:28][O:29][C:30]1[CH:35]=[C:34]([O:36][CH3:37])[CH:33]=[CH:32][C:31]=1B(O)O.C(=O)([O-])[O-].[Na+].[Na+].O, predict the reaction product. The product is: [C:1]([O:4][C:5]1[C:14]2[C:9](=[CH:10][C:11]([O:15][CH3:16])=[CH:12][CH:13]=2)[C:8]([C:17]2[CH:22]=[CH:21][C:20]([C:33]3[CH:32]=[CH:31][C:30]([O:29][CH3:28])=[CH:35][C:34]=3[O:36][CH3:37])=[CH:19][CH:18]=2)=[C:7]([C:24]([O:26][CH3:27])=[O:25])[CH:6]=1)(=[O:3])[CH3:2]. (6) Given the reactants Cl[C:2]1[CH:7]=[C:6]([C:8]2[CH:13]=[CH:12][CH:11]=[C:10]([CH3:14])[C:9]=2[CH3:15])[N:5]=[C:4]([NH2:16])[N:3]=1.[NH2:17][CH2:18][C:19]1[C:20](=[O:25])[NH:21][CH:22]=[CH:23][CH:24]=1.C(N(CC)CC)C.CO, predict the reaction product. The product is: [NH2:16][C:4]1[N:3]=[C:2]([NH:17][CH2:18][C:19]2[C:20](=[O:25])[NH:21][CH:22]=[CH:23][CH:24]=2)[CH:7]=[C:6]([C:8]2[CH:13]=[CH:12][CH:11]=[C:10]([CH3:14])[C:9]=2[CH3:15])[N:5]=1.